From a dataset of Retrosynthesis with 50K atom-mapped reactions and 10 reaction types from USPTO. Predict the reactants needed to synthesize the given product. (1) Given the product COc1cccc(CN(C[C@@H](O)[C@H](Cc2cc(F)cc(F)c2)NC(=O)c2cc(C(C)=O)cc(N3CCCCS3(=O)=O)c2)C(=O)OC(C)(C)C)c1, predict the reactants needed to synthesize it. The reactants are: CC(=O)c1cc(C(=O)O)cc(N2CCCCS2(=O)=O)c1.COc1cccc(CN(C[C@@H](O)[C@@H](N)Cc2cc(F)cc(F)c2)C(=O)OC(C)(C)C)c1. (2) Given the product CSc1cc(Br)cc(OCc2ccccc2)c1, predict the reactants needed to synthesize it. The reactants are: Brc1cc(Br)cc(OCc2ccccc2)c1.C[S-]. (3) Given the product Cc1cc(C)n2nc(SCCOc3ccc(Cl)c(F)c3)nc2n1, predict the reactants needed to synthesize it. The reactants are: Cc1cc(C)n2nc(S)nc2n1.Fc1cc(OCCBr)ccc1Cl. (4) Given the product CC(C)[C@H](N)C(=O)N1CCC1, predict the reactants needed to synthesize it. The reactants are: CC(C)[C@H](NC(=O)OC(C)(C)C)C(=O)N1CCC1. (5) Given the product O=C(NC1CCCCC1)C1CCN(C(C(=O)NS(=O)(=O)c2cc(C(F)(F)F)cc(C(F)(F)F)c2)c2ccc(Cl)cc2)CC1, predict the reactants needed to synthesize it. The reactants are: NS(=O)(=O)c1cc(C(F)(F)F)cc(C(F)(F)F)c1.O=C(NC1CCCCC1)C1CCN(C(C(=O)O)c2ccc(Cl)cc2)CC1. (6) Given the product Cc1cc(C=O)cc(C)c1OCc1ccc(C(F)(F)F)cc1, predict the reactants needed to synthesize it. The reactants are: Cc1cc(C=O)cc(C)c1O.FC(F)(F)c1ccc(CBr)cc1. (7) Given the product CCOC(=O)n1c(C(=O)c2cncnc2)c(NC(C)=O)c2ccc(Cl)cc21, predict the reactants needed to synthesize it. The reactants are: CC(=O)Cl.CCOC(=O)n1c(C(=O)c2cncnc2)c(N)c2ccc(Cl)cc21. (8) Given the product O=C(Nc1ccccc1)N1CCN(C2CCc3cc(Br)ccc3C2)CC1, predict the reactants needed to synthesize it. The reactants are: O=C(Nc1ccccc1)N1CCNCC1.O=C1CCc2cc(Br)ccc2C1. (9) The reactants are: C#C[Si](C)(C)C.CC1(C)CC(C)(C)c2cc(Br)cc(C3CC3)c2O1. Given the product CC1(C)CC(C)(C)c2cc(C#C[Si](C)(C)C)cc(C3CC3)c2O1, predict the reactants needed to synthesize it.